From a dataset of Full USPTO retrosynthesis dataset with 1.9M reactions from patents (1976-2016). Predict the reactants needed to synthesize the given product. (1) Given the product [Cl:1][C:2]1[C:6]2=[N:7][CH:8]=[C:9]([C:11]([OH:13])=[O:12])[CH:10]=[C:5]2[NH:4][CH:3]=1, predict the reactants needed to synthesize it. The reactants are: [Cl:1][C:2]1[C:6]2=[N:7][CH:8]=[C:9]([C:11]([O:13]C)=[O:12])[CH:10]=[C:5]2[NH:4][CH:3]=1.Cl. (2) Given the product [NH2:9][C:10]1([C:23]([NH:24][C@H:25]([C:29]2[CH:34]=[CH:33][C:32]([Cl:35])=[CH:31][CH:30]=2)[CH2:26][CH2:27][OH:28])=[O:36])[CH2:15][CH2:14][NH:13][CH2:12][CH2:11]1, predict the reactants needed to synthesize it. The reactants are: Cl.C(OC([NH:9][C:10]1([C:23](=[O:36])[NH:24][C@H:25]([C:29]2[CH:34]=[CH:33][C:32]([Cl:35])=[CH:31][CH:30]=2)[CH2:26][CH2:27][OH:28])[CH2:15][CH2:14][N:13](C(OC(C)(C)C)=O)[CH2:12][CH2:11]1)=O)(C)(C)C. (3) Given the product [CH3:31][C:30]1[O:29][C:28]([C:32]2[CH:33]=[CH:34][CH:35]=[CH:36][CH:37]=2)=[N:27][C:26]=1[C:24]([NH:23][CH2:22][CH2:21][C:20]([NH:19][C:16]1[CH:15]=[CH:14][C:13]([C@H:10]2[CH2:9][CH2:8][C@H:7]([CH2:6][C:5]([OH:39])=[O:4])[CH2:12][CH2:11]2)=[CH:18][CH:17]=1)=[O:38])=[O:25], predict the reactants needed to synthesize it. The reactants are: [OH-].[Na+].C[O:4][C:5](=[O:39])[CH2:6][C@H:7]1[CH2:12][CH2:11][C@H:10]([C:13]2[CH:18]=[CH:17][C:16]([NH:19][C:20](=[O:38])[CH2:21][CH2:22][NH:23][C:24]([C:26]3[N:27]=[C:28]([C:32]4[CH:37]=[CH:36][CH:35]=[CH:34][CH:33]=4)[O:29][C:30]=3[CH3:31])=[O:25])=[CH:15][CH:14]=2)[CH2:9][CH2:8]1. (4) Given the product [Cl:39][C:24]1[C:25]([NH:27][C@@H:28]2[CH2:33][CH2:32][CH2:31][CH2:30][C@H:29]2[NH:34][S:35]([CH3:38])(=[O:37])=[O:36])=[N:26][C:21]([NH:19][C:14]2[C:15]([O:17][CH3:18])=[CH:16][C:9]3[CH2:8][CH2:7][N:6]([CH:3]([CH2:2][F:1])[CH2:4][F:5])[CH2:12][CH2:11][C:10]=3[CH:13]=2)=[N:22][CH:23]=1, predict the reactants needed to synthesize it. The reactants are: [F:1][CH2:2][CH:3]([N:6]1[CH2:12][CH2:11][C:10]2[CH:13]=[C:14]([NH2:19])[C:15]([O:17][CH3:18])=[CH:16][C:9]=2[CH2:8][CH2:7]1)[CH2:4][F:5].Cl[C:21]1[N:26]=[C:25]([NH:27][C@@H:28]2[CH2:33][CH2:32][CH2:31][CH2:30][C@H:29]2[NH:34][S:35]([CH3:38])(=[O:37])=[O:36])[C:24]([Cl:39])=[CH:23][N:22]=1. (5) The reactants are: [Mg].[CH2:2](Br)[CH2:3][CH2:4][CH2:5][CH2:6][CH2:7][CH2:8][CH2:9]/[CH:10]=[CH:11]\[CH2:12]/[CH:13]=[CH:14]\[CH2:15][CH2:16][CH2:17][CH2:18][CH3:19].CN([CH:24]=[O:25])C. Given the product [CH:24](=[O:25])[CH2:2][CH2:3][CH2:4][CH2:5][CH2:6][CH2:7][CH2:8][CH2:9]/[CH:10]=[CH:11]\[CH2:12]/[CH:13]=[CH:14]\[CH2:15][CH2:16][CH2:17][CH2:18][CH3:19], predict the reactants needed to synthesize it. (6) Given the product [NH2:1][C:2]1[C:7]([CH:8]=[O:9])=[CH:6][C:5]([C:12]2[CH:16]=[CH:15][S:14][CH:13]=2)=[CH:4][N:3]=1, predict the reactants needed to synthesize it. The reactants are: [NH2:1][C:2]1[C:7]([CH:8]=[O:9])=[CH:6][C:5](I)=[CH:4][N:3]=1.[B-](F)(F)(F)[C:12]1[CH:16]=[CH:15][S:14][CH:13]=1.[K+].C(N(CC)CC)C. (7) Given the product [F:32][C:15]1[CH:16]=[C:17]([N:20]2[CH2:29][CH2:28][C:27]3[C:22](=[CH:23][CH:24]=[C:25]([O:30][CH2:35][C:36]([NH:38][CH3:39])=[O:37])[CH:26]=3)[C:21]2=[O:31])[CH:18]=[CH:19][C:14]=1[N:11]1[CH2:12][CH2:13][C@@H:9]([NH:7][CH3:6])[CH2:10]1, predict the reactants needed to synthesize it. The reactants are: C(O[C:6](=O)[N:7]([C@@H:9]1[CH2:13][CH2:12][N:11]([C:14]2[CH:19]=[CH:18][C:17]([N:20]3[CH2:29][CH2:28][C:27]4[C:22](=[CH:23][CH:24]=[C:25]([OH:30])[CH:26]=4)[C:21]3=[O:31])=[CH:16][C:15]=2[F:32])[CH2:10]1)C)(C)(C)C.Cl[CH2:35][C:36]([NH:38][CH3:39])=[O:37].Cl.